This data is from Forward reaction prediction with 1.9M reactions from USPTO patents (1976-2016). The task is: Predict the product of the given reaction. (1) Given the reactants [C:1]([NH:6][C:7]1[C:12]([C:13]([OH:15])=O)=[CH:11][N:10]=[C:9]([C:16]([F:19])([F:18])[F:17])[N:8]=1)([CH2:4][CH3:5])([CH3:3])[CH3:2].CCN=C=NCCCN(C)C.C1C=CC2N(O)N=NC=2C=1.CCN(C(C)C)C(C)C.[CH3:50][C:51]([NH2:55])([C:53]#[CH:54])[CH3:52], predict the reaction product. The product is: [CH3:50][C:51]([NH:55][C:13]([C:12]1[C:7]([NH:6][C:1]([CH2:4][CH3:5])([CH3:2])[CH3:3])=[N:8][C:9]([C:16]([F:19])([F:18])[F:17])=[N:10][CH:11]=1)=[O:15])([C:53]#[CH:54])[CH3:52]. (2) Given the reactants [CH2:1]([C:4]1[C:12]([N:13]([CH2:20][CH3:21])[CH:14]2[CH2:19][CH2:18][O:17][CH2:16][CH2:15]2)=[CH:11][CH:10]=[CH:9][C:5]=1[C:6]([OH:8])=O)[CH:2]=[CH2:3].[NH2:22][CH2:23][C:24]1[C:25]([O:37][CH3:38])=[N:26][C:27]([CH3:36])=[CH:28][C:29]=1[CH2:30][CH2:31][CH:32]([OH:35])[CH:33]=[CH2:34].C(Cl)CCl.C1C=NC2N(O)N=NC=2C=1.CN1CCOCC1, predict the reaction product. The product is: [CH2:1]([C:4]1[C:12]([N:13]([CH2:20][CH3:21])[CH:14]2[CH2:19][CH2:18][O:17][CH2:16][CH2:15]2)=[CH:11][CH:10]=[CH:9][C:5]=1[C:6]([NH:22][CH2:23][C:24]1[C:25]([O:37][CH3:38])=[N:26][C:27]([CH3:36])=[CH:28][C:29]=1[CH2:30][CH2:31][CH:32]([OH:35])[CH:33]=[CH2:34])=[O:8])[CH:2]=[CH2:3]. (3) Given the reactants [S:1](Cl)([C:4]1[C:16]2[CH:15]=[CH:14][CH:13]=[C:9]([N:10]([CH3:12])[CH3:11])[C:8]=2[CH:7]=[CH:6][CH:5]=1)(=[O:3])=[O:2].[CH2:18]([O:20][C:21]1[CH:22]=[C:23]([C:30]2[C@@H:39]3[C@@H:34]([CH2:35][CH:36]=[CH:37][CH2:38]3)[C:33](=[O:40])[N:32]([CH:41]3[CH2:46][CH2:45][N:44](S(C4C=CC(C)=CC=4)(=O)=O)[CH2:43][CH2:42]3)[N:31]=2)[CH:24]=[CH:25][C:26]=1[O:27][CH2:28]C)C, predict the reaction product. The product is: [CH3:18][O:20][C:21]1[CH:22]=[C:23]([C:30]2[C@@H:39]3[C@@H:34]([CH2:35][CH:36]=[CH:37][CH2:38]3)[C:33](=[O:40])[N:32]([CH:41]3[CH2:46][CH2:45][N:44]([S:1]([C:4]4[C:16]5[C:8](=[C:9]([N:10]([CH3:12])[CH3:11])[CH:13]=[CH:14][CH:15]=5)[CH:7]=[CH:6][CH:5]=4)(=[O:3])=[O:2])[CH2:43][CH2:42]3)[N:31]=2)[CH:24]=[CH:25][C:26]=1[O:27][CH3:28]. (4) Given the reactants [H-].[Al+3].[Li+].[H-].[H-].[H-].ClCCl.[CH3:10]O.C([N:14]([CH2:17][CH3:18])[CH2:15][CH3:16])C.O1[CH2:23][CH2:22][CH2:21][CH2:20]1, predict the reaction product. The product is: [CH2:20]1[C:10]2([CH2:16][CH2:15][NH:14][CH2:17][CH2:18]2)[CH2:23][CH2:22][CH2:21]1. (5) Given the reactants [CH2:1]([O:8][C:9]1[CH:14]=[CH:13][C:12]([C:15]2[N:16]([CH:21]3[CH2:26][CH2:25][CH2:24][CH2:23][CH2:22]3)[CH:17]=[C:18](Br)[N:19]=2)=[CH:11][CH:10]=1)[C:2]1[CH:7]=[CH:6][CH:5]=[CH:4][CH:3]=1.[C:27]([O:31][C:32]([CH3:35])([CH3:34])[CH3:33])(=[O:30])[CH:28]=[CH2:29].N#N.C(N(CC)CC)C, predict the reaction product. The product is: [CH2:1]([O:8][C:9]1[CH:14]=[CH:13][C:12]([C:15]2[N:16]([CH:21]3[CH2:26][CH2:25][CH2:24][CH2:23][CH2:22]3)[CH:17]=[C:18](/[CH:29]=[CH:28]/[C:27]([O:31][C:32]([CH3:35])([CH3:34])[CH3:33])=[O:30])[N:19]=2)=[CH:11][CH:10]=1)[C:2]1[CH:7]=[CH:6][CH:5]=[CH:4][CH:3]=1. (6) Given the reactants [N:1]1[CH:6]=[CH:5][CH:4]=[C:3]2[C:7](=[O:11])[O:8][C:9](=O)[C:2]=12.[C:12]1([NH2:19])[C:13]([NH2:18])=[CH:14][CH:15]=[CH:16][CH:17]=1, predict the reaction product. The product is: [NH:18]1[C:13]2[CH:14]=[CH:15][CH:16]=[CH:17][C:12]=2[N:19]=[C:9]1[C:2]1[N:1]=[CH:6][CH:5]=[CH:4][C:3]=1[C:7]([OH:8])=[O:11]. (7) Given the reactants [C:1]([O:5][C:6]([N:8]1[CH2:13][CH2:12][NH:11][CH2:10][CH2:9]1)=[O:7])([CH3:4])([CH3:3])[CH3:2].[CH2:14]=[C:15]1[O:19][C:17](=[O:18])[CH2:16]1.CN(C)C.C(=O)([O-])O.[Na+].[CH3:29][C:30]1[CH:37]=[C:36]([CH3:38])[CH:35]=[CH:34][C:31]=1[CH:32]=O.N1CCCCC1.C(O)(=O)C, predict the reaction product. The product is: [C:1]([O:5][C:6]([N:8]1[CH2:13][CH2:12][N:11]([C:17](=[O:18])[C:16]([C:15](=[O:19])[CH3:14])=[CH:32][C:31]2[CH:34]=[CH:35][C:36]([CH3:38])=[CH:37][C:30]=2[CH3:29])[CH2:10][CH2:9]1)=[O:7])([CH3:4])([CH3:2])[CH3:3]. (8) Given the reactants [Cl:1][C:2]1[CH:8]=[CH:7][C:5]([OH:6])=[CH:4][C:3]=1[OH:9].[Cl-].[Al+3].[Cl-].[Cl-].Cl[CH2:15][C:16](Cl)=[O:17].[OH-].[Na+], predict the reaction product. The product is: [Cl:1][C:2]1[C:3]([OH:9])=[CH:4][C:5]2[O:6][CH2:15][C:16](=[O:17])[C:7]=2[CH:8]=1. (9) Given the reactants [CH3:1][O:2][C:3]1[CH:8]=[CH:7][C:6]([NH2:9])=[CH:5][C:4]=1[CH:10]1[CH2:14][CH2:13][CH2:12][N:11]1[CH3:15].[ClH:16].C(S[C:20]([C:22]1[S:23][CH:24]=[CH:25][CH:26]=1)=[NH:21])C, predict the reaction product. The product is: [ClH:16].[ClH:16].[CH3:1][O:2][C:3]1[CH:8]=[CH:7][C:6]([NH:9][C:20]([C:22]2[S:23][CH:24]=[CH:25][CH:26]=2)=[NH:21])=[CH:5][C:4]=1[CH:10]1[CH2:14][CH2:13][CH2:12][N:11]1[CH3:15]. (10) The product is: [NH2:9][C:7]([C:6]1[CH:5]=[C:4]([C:10]2[CH:15]=[CH:14][C:13]([C:16]([OH:19])([CH3:17])[CH3:18])=[CH:12][CH:11]=2)[S:3][C:2]=1[NH:1][C:21]1[N:26]=[C:25]([CH:27]([OH:41])[CH:28]2[CH2:29][CH2:30][N:31]([C:34]([O:36][C:37]([CH3:39])([CH3:38])[CH3:40])=[O:35])[CH2:32][CH2:33]2)[CH:24]=[CH:23][CH:22]=1)=[O:8]. Given the reactants [NH2:1][C:2]1[S:3][C:4]([C:10]2[CH:15]=[CH:14][C:13]([C:16]([OH:19])([CH3:18])[CH3:17])=[CH:12][CH:11]=2)=[CH:5][C:6]=1[C:7]([NH2:9])=[O:8].Br[C:21]1[N:26]=[C:25]([CH:27]([OH:41])[CH:28]2[CH2:33][CH2:32][N:31]([C:34]([O:36][C:37]([CH3:40])([CH3:39])[CH3:38])=[O:35])[CH2:30][CH2:29]2)[CH:24]=[CH:23][CH:22]=1, predict the reaction product.